Dataset: Forward reaction prediction with 1.9M reactions from USPTO patents (1976-2016). Task: Predict the product of the given reaction. (1) Given the reactants Cl[CH2:2][CH2:3][C:4]1[CH:5]=[CH:6][C:7]2[O:12][CH2:11][C:10](=[O:13])[NH:9][C:8]=2[C:14]=1[F:15].[I-].[Na+].C(=O)([O-])[O-].[Na+].[Na+].[CH3:24][C:25]1[CH:34]=[CH:33][C:32]2[C:27](=[CH:28][CH:29]=[CH:30][C:31]=2[N:35]2[CH2:40][CH2:39][NH:38][CH2:37][CH2:36]2)[N:26]=1, predict the reaction product. The product is: [F:15][C:14]1[C:8]2[NH:9][C:10](=[O:13])[CH2:11][O:12][C:7]=2[CH:6]=[CH:5][C:4]=1[CH2:3][CH2:2][N:38]1[CH2:39][CH2:40][N:35]([C:31]2[CH:30]=[CH:29][CH:28]=[C:27]3[C:32]=2[CH:33]=[CH:34][C:25]([CH3:24])=[N:26]3)[CH2:36][CH2:37]1. (2) Given the reactants [Li+].CCC[CH2-].[CH2:6]([C@@H:13]1[CH2:17][O:16][C:15](=[O:18])[NH:14]1)[C:7]1[CH:12]=[CH:11][CH:10]=[CH:9][CH:8]=1.[C:19](Cl)(=[O:24])[CH2:20][CH:21]([CH3:23])[CH3:22].[Cl-].[NH4+], predict the reaction product. The product is: [CH2:6]([C@@H:13]1[CH2:17][O:16][C:15](=[O:18])[N:14]1[C:19](=[O:24])[CH2:20][CH:21]([CH3:23])[CH3:22])[C:7]1[CH:8]=[CH:9][CH:10]=[CH:11][CH:12]=1.